From a dataset of Peptide-MHC class I binding affinity with 185,985 pairs from IEDB/IMGT. Regression. Given a peptide amino acid sequence and an MHC pseudo amino acid sequence, predict their binding affinity value. This is MHC class I binding data. (1) The MHC is HLA-A11:01 with pseudo-sequence HLA-A11:01. The peptide sequence is YFLRRLALV. The binding affinity (normalized) is 0.0847. (2) The peptide sequence is VSTKIVTRISK. The MHC is H-2-Db with pseudo-sequence H-2-Db. The binding affinity (normalized) is 0. (3) The peptide sequence is IIIVAVHVAS. The MHC is HLA-B27:05 with pseudo-sequence HLA-B27:05. The binding affinity (normalized) is 0. (4) The peptide sequence is RRQRKRRWR. The MHC is Mamu-B08 with pseudo-sequence Mamu-B08. The binding affinity (normalized) is 0.695. (5) The MHC is Mamu-A01 with pseudo-sequence Mamu-A01. The peptide sequence is ALPIVRVPV. The binding affinity (normalized) is 0.203. (6) The peptide sequence is PSLCRVNNSY. The MHC is HLA-A29:02 with pseudo-sequence HLA-A29:02. The binding affinity (normalized) is 0.0840. (7) The peptide sequence is KTVLPVTIM. The MHC is Mamu-A02 with pseudo-sequence Mamu-A02. The binding affinity (normalized) is 0.840. (8) The peptide sequence is RGRKPIFRK. The MHC is HLA-A31:01 with pseudo-sequence HLA-A31:01. The binding affinity (normalized) is 0.631.